Task: Predict the reaction yield, written as a fraction of the theoretical maximum amount of product (1.0 means a 100% yield; for example, 0.34 means a 34% yield).. Dataset: Reaction yield outcomes from USPTO patents with 853,638 reactions (1) The reactants are [C:1]1([S:7]([N:10]2[CH2:15][CH:14]([CH2:16][O:17][CH3:18])[NH:13][CH:12]([CH2:19][O:20][CH3:21])[CH2:11]2)(=[O:9])=[O:8])[CH:6]=[CH:5][CH:4]=[CH:3][CH:2]=1.O.[C:23]([BH3-])#N.[Na+]. The catalyst is C(#N)C.C=O.C(O)(=O)C. The product is [C:1]1([S:7]([N:10]2[CH2:15][CH:14]([CH2:16][O:17][CH3:18])[N:13]([CH3:23])[CH:12]([CH2:19][O:20][CH3:21])[CH2:11]2)(=[O:9])=[O:8])[CH:2]=[CH:3][CH:4]=[CH:5][CH:6]=1. The yield is 0.600. (2) The product is [Cl:3][CH2:19][C:15]1[C:16]([CH3:18])=[N:17][C:12]([C:9]2[CH:10]=[CH:11][C:6]([F:5])=[CH:7][CH:8]=2)=[CH:13][CH:14]=1. The yield is 0.970. The catalyst is CN(C)C=O. The reactants are S(Cl)([Cl:3])=O.[F:5][C:6]1[CH:11]=[CH:10][C:9]([C:12]2[N:17]=[C:16]([CH3:18])[C:15]([CH2:19]O)=[CH:14][CH:13]=2)=[CH:8][CH:7]=1. (3) The yield is 0.398. The product is [Br:1][C:2]1[CH:7]=[CH:6][C:5]([C:8]2[N:13]=[C:12]([C:32]3[CH:33]=[N:34][N:35]([CH2:37][O:38][CH2:39][CH2:40][Si:41]([CH3:44])([CH3:43])[CH3:42])[CH:36]=3)[N:11]3[CH:15]=[CH:16][N:17]=[C:10]3[CH:9]=2)=[CH:4][CH:3]=1. The catalyst is C1C=CC([P]([Pd]([P](C2C=CC=CC=2)(C2C=CC=CC=2)C2C=CC=CC=2)([P](C2C=CC=CC=2)(C2C=CC=CC=2)C2C=CC=CC=2)[P](C2C=CC=CC=2)(C2C=CC=CC=2)C2C=CC=CC=2)(C2C=CC=CC=2)C2C=CC=CC=2)=CC=1. The reactants are [Br:1][C:2]1[CH:7]=[CH:6][C:5]([C:8]2[N:13]=[C:12](Cl)[N:11]3[CH:15]=[CH:16][N:17]=[C:10]3[CH:9]=2)=[CH:4][CH:3]=1.C(=O)([O-])[O-].[K+].[K+].CC1(C)C(C)(C)OB([C:32]2[CH:33]=[N:34][N:35]([CH2:37][O:38][CH2:39][CH2:40][Si:41]([CH3:44])([CH3:43])[CH3:42])[CH:36]=2)O1.O. (4) The reactants are [NH2:1][C:2]1[CH:7]=[CH:6][C:5]([N:8]2[C:12]([CH2:13][CH2:14][CH3:15])=[C:11]([C:16]([NH:18][CH:19]3[CH2:21][CH2:20]3)=[O:17])[N:10]=[N:9]2)=[CH:4][CH:3]=1.[C:22](Cl)(=[O:29])[C:23]1[CH:28]=[CH:27][CH:26]=[CH:25][CH:24]=1. The catalyst is ClCCl. The product is [C:22]([NH:1][C:2]1[CH:7]=[CH:6][C:5]([N:8]2[C:12]([CH2:13][CH2:14][CH3:15])=[C:11]([C:16]([NH:18][CH:19]3[CH2:20][CH2:21]3)=[O:17])[N:10]=[N:9]2)=[CH:4][CH:3]=1)(=[O:29])[C:23]1[CH:28]=[CH:27][CH:26]=[CH:25][CH:24]=1. The yield is 0.780. (5) The reactants are [C:1]([CH2:4][CH:5]1[C:9]2[C:10]([C:16]([NH:18][C:19]3[C:24]([Cl:25])=[CH:23][N:22]=[CH:21][C:20]=3[Cl:26])=[O:17])=[CH:11][CH:12]=[C:13]([O:14][CH3:15])[C:8]=2[O:7][CH2:6]1)(O)=[O:2].[N:27]1[CH:32]=[CH:31][CH:30]=[CH:29][C:28]=1[CH2:33][NH2:34]. No catalyst specified. The product is [Cl:25][C:24]1[CH:23]=[N:22][CH:21]=[C:20]([Cl:26])[C:19]=1[NH:18][C:16]([C:10]1[C:9]2[CH:5]([CH2:4][C:1]([NH:34][CH2:33][C:28]3[CH:29]=[CH:30][CH:31]=[CH:32][N:27]=3)=[O:2])[CH2:6][O:7][C:8]=2[C:13]([O:14][CH3:15])=[CH:12][CH:11]=1)=[O:17]. The yield is 0.560. (6) The reactants are [C:1]([O:5][C:6]([N:8]1[CH2:13][CH2:12][N:11]([CH:14]([C:17]2[CH:22]=[CH:21][CH:20]=[CH:19][C:18]=2[F:23])[CH2:15][NH2:16])[CH2:10][CH2:9]1)=[O:7])([CH3:4])([CH3:3])[CH3:2].C(N(C(C)C)CC)(C)C.[CH3:33][S:34](Cl)(=[O:36])=[O:35]. The catalyst is C1COCC1.CCOC(C)=O. The product is [C:1]([O:5][C:6]([N:8]1[CH2:13][CH2:12][N:11]([CH:14]([C:17]2[CH:22]=[CH:21][CH:20]=[CH:19][C:18]=2[F:23])[CH2:15][NH:16][S:34]([CH3:33])(=[O:36])=[O:35])[CH2:10][CH2:9]1)=[O:7])([CH3:4])([CH3:2])[CH3:3]. The yield is 0.980. (7) The reactants are C1(P(C2C=CC=CC=2)C2C=CC=CC=2)C=CC=CC=1.[N:20]([CH2:23][C:24]1[CH:25]=[C:26]2[C:31](=[CH:32][CH:33]=1)[CH2:30][N:29]([C:34]([O:36][C:37]([CH3:40])([CH3:39])[CH3:38])=[O:35])[CH2:28][CH2:27]2)=[N+]=[N-].O.[OH-].[Na+]. The catalyst is O1CCCC1. The product is [NH2:20][CH2:23][C:24]1[CH:25]=[C:26]2[C:31](=[CH:32][CH:33]=1)[CH2:30][N:29]([C:34]([O:36][C:37]([CH3:40])([CH3:39])[CH3:38])=[O:35])[CH2:28][CH2:27]2. The yield is 1.00. (8) The reactants are [F:1][C:2]1[CH:3]=[C:4]([CH:9]=[C:10]([C:15](=O)[CH3:16])[C:11]([O:13][CH3:14])=[O:12])[CH:5]=[CH:6][C:7]=1[F:8].S(O)(O)(=O)=O.[CH3:23][O:24][C:25](=[NH:27])[NH2:26].C([O-])(O)=O.[Na+]. The catalyst is CN(C=O)C.CCOC(C)=O. The product is [F:1][C:2]1[CH:3]=[C:4]([CH:9]2[NH:27][C:25]([O:24][CH3:23])=[N:26][C:15]([CH3:16])=[C:10]2[C:11]([O:13][CH3:14])=[O:12])[CH:5]=[CH:6][C:7]=1[F:8]. The yield is 0.350. (9) The reactants are Cl[CH2:2][C:3]1[CH:11]=[CH:10][C:6]2[CH2:7][CH2:8][O:9][C:5]=2[CH:4]=1.[C-:12]#[N:13].[K+]. The catalyst is CS(C)=O.O. The product is [O:9]1[C:5]2[CH:4]=[C:3]([CH2:2][C:12]#[N:13])[CH:11]=[CH:10][C:6]=2[CH2:7][CH2:8]1. The yield is 0.704.